The task is: Predict which catalyst facilitates the given reaction.. This data is from Catalyst prediction with 721,799 reactions and 888 catalyst types from USPTO. (1) Reactant: [Cl:1][C:2]1[N:3]=[N:4][C:5]([C:8]#[C:9][CH2:10][CH2:11][N:12]2[CH:16]=[CH:15][N:14]=[CH:13]2)=[CH:6][CH:7]=1. Product: [Cl:1][C:2]1[N:3]=[N:4][C:5]([CH2:8][CH2:9][CH2:10][CH2:11][N:12]2[CH:16]=[CH:15][N:14]=[CH:13]2)=[CH:6][CH:7]=1. The catalyst class is: 458. (2) Reactant: C[Si](C)(C)Cl.[I-].[Na+].C(#N)C.[Cl:11][C:12]1[CH:17]=[CH:16][CH:15]=[CH:14][C:13]=1[C:18]1([F:34])[CH2:23][CH2:22][N:21](C(OCC2C=CC=CC=2)=O)[CH2:20][CH2:19]1. Product: [Cl:11][C:12]1[CH:17]=[CH:16][CH:15]=[CH:14][C:13]=1[C:18]1([F:34])[CH2:19][CH2:20][NH:21][CH2:22][CH2:23]1. The catalyst class is: 13. (3) Reactant: [O-2].[O-2].[O-2].[O-2].[O-2].[V+5:6].[V+5].[C:8]([OH:13])(=[O:12])[C:9]([OH:11])=[O:10].[V]. Product: [C:8]([O-:13])(=[O:12])[C:9]([O-:11])=[O:10].[V+5:6].[C:8]([O-:13])(=[O:12])[C:9]([O-:11])=[O:10].[C:8]([O-:13])(=[O:12])[C:9]([O-:11])=[O:10].[C:8]([O-:13])(=[O:12])[C:9]([O-:11])=[O:10].[C:8]([O-:13])(=[O:12])[C:9]([O-:11])=[O:10].[V+5:6]. The catalyst class is: 6. (4) Reactant: Br.[Br:2][C:3]1[CH:12]=[C:11]2[C:6]([CH:7]=[CH:8][N:9]=[CH:10]2)=[CH:5][CH:4]=1.[OH-].[Na+]. Product: [Br:2][C:3]1[CH:12]=[C:11]2[C:6]([CH:7]=[CH:8][N:9]=[CH:10]2)=[CH:5][CH:4]=1. The catalyst class is: 6.